This data is from Full USPTO retrosynthesis dataset with 1.9M reactions from patents (1976-2016). The task is: Predict the reactants needed to synthesize the given product. (1) Given the product [CH3:1][C@H:2]1[C@@H:7]2[C@@:8]3([CH3:43])[C@@H:18]([O:19][C:20]([CH3:22])=[O:21])[C@@H:17]([O:23][C:24]([CH3:26])=[O:25])[C@@H:16]4[C@@:27]5([CH3:42])[C@@H:32]([O:33][C:34]([CH3:36])=[O:35])[C@H:31]6[O:37][C@H:30]6[CH2:29][C@@H:28]5[C:38]([C@H:40]([OH:41])[C@H:15]4[C@@H:9]3[C@@H:10]([OH:11])[C@H:6]2[C@@:5]2([CH3:50])[C@@:44]([OH:49])([CH3:48])[C:45]([O:47][C:4]2=[CH:3]1)=[O:46])=[O:39], predict the reactants needed to synthesize it. The reactants are: [CH3:1][C@H:2]1[C@@H:7]2[C@@:8]3([CH3:43])[C@@H:18]([O:19][C:20]([CH3:22])=[O:21])[C@@H:17]([O:23][C:24]([CH3:26])=[O:25])[C@@H:16]4[C@@:27]5([CH3:42])[C@@H:32]([O:33][C:34]([CH3:36])=[O:35])[C@H:31]6[O:37][C@H:30]6[CH2:29][C@@H:28]5[C:38]([C@H:40]([OH:41])[C@H:15]4[C@@H:9]3[C@@H:10]([O:11]C(C)=O)[C@H:6]2[C@@:5]2([CH3:50])[C@@:44]([OH:49])([CH3:48])[C:45]([O:47][C:4]2=[CH:3]1)=[O:46])=[O:39]. (2) The reactants are: [Cl:1][C:2]1[C:11]2[N:10]=[C:9]([CH3:12])[C:8]([O:13][C:14]3[CH:19]=[CH:18][C:17]([Cl:20])=[CH:16][CH:15]=3)=[C:7]([CH3:21])[C:6]=2[C:5]([OH:22])=[CH:4][CH:3]=1.C1C=CC(N([S:30]([C:33]([F:36])([F:35])[F:34])(=[O:32])=[O:31])[S:30]([C:33]([F:36])([F:35])[F:34])(=[O:32])=[O:31])=CC=1.C(=O)([O-])[O-].[K+].[K+].O1CCCC1. Given the product [Cl:1][C:2]1[CH:3]=[CH:4][C:5]([O:22][S:30]([C:33]([F:36])([F:35])[F:34])(=[O:32])=[O:31])=[C:6]2[C:11]=1[N:10]=[C:9]([CH3:12])[C:8]([O:13][C:14]1[CH:19]=[CH:18][C:17]([Cl:20])=[CH:16][CH:15]=1)=[C:7]2[CH3:21], predict the reactants needed to synthesize it.